Dataset: Catalyst prediction with 721,799 reactions and 888 catalyst types from USPTO. Task: Predict which catalyst facilitates the given reaction. (1) Reactant: C1([O:6][C:7](=[O:47])[C@@H:8]([NH:16][CH2:17][C:18]2[CH:23]=[CH:22][C:21]([CH2:24][NH:25][CH2:26][C:27]3[CH:28]=[CH:29][C:30]4[CH:34]=[C:33]([C:35](=[O:45])[NH:36][O:37][CH:38]([O:40][CH2:41][CH:42]([CH3:44])[CH3:43])[CH3:39])[S:32][C:31]=4[CH:46]=3)=[CH:20][CH:19]=2)[CH2:9][C:10]2[CH:15]=[CH:14][CH:13]=[CH:12][CH:11]=2)CCCC1.[Li+].[OH-].Cl. Product: [CH2:41]([O:40][CH:38]([O:37][NH:36][C:35]([C:33]1[S:32][C:31]2[CH:46]=[C:27]([CH2:26][NH:25][CH2:24][C:21]3[CH:20]=[CH:19][C:18]([CH2:17][NH:16][C@@H:8]([CH2:9][C:10]4[CH:15]=[CH:14][CH:13]=[CH:12][CH:11]=4)[C:7]([OH:47])=[O:6])=[CH:23][CH:22]=3)[CH:28]=[CH:29][C:30]=2[CH:34]=1)=[O:45])[CH3:39])[CH:42]([CH3:44])[CH3:43]. The catalyst class is: 20. (2) Reactant: C([Li])(C)(C)C.Br[C:7]1[CH:12]=[CH:11][N:10]=[C:9]([CH:13]2[CH2:15][CH2:14]2)[CH:8]=1.[Br:16][C:17]1[CH:22]=[C:21]([C:23]([C:31]2[CH:36]=[CH:35][CH:34]=[C:33]([F:37])[C:32]=2[C:38]#[N:39])=[N:24]S(C(C)(C)C)=O)[CH:20]=[CH:19][N:18]=1.Cl. Product: [Br:16][C:17]1[CH:22]=[C:21]([C:23]2([C:7]3[CH:12]=[CH:11][N:10]=[C:9]([CH:13]4[CH2:15][CH2:14]4)[CH:8]=3)[C:31]3[C:32](=[C:33]([F:37])[CH:34]=[CH:35][CH:36]=3)[C:38]([NH2:39])=[N:24]2)[CH:20]=[CH:19][N:18]=1. The catalyst class is: 36. (3) The catalyst class is: 231. Reactant: Cl[C:2]1[N:7]=[C:6]([C:8]([NH:10][C:11]2[C:12]([CH3:22])=[C:13]([CH:18]=[CH:19][C:20]=2[CH3:21])[C:14]([O:16][CH3:17])=[O:15])=[O:9])[C:5]([CH3:23])=[CH:4][CH:3]=1.[CH3:24][C:25]1([OH:31])[CH2:30][CH2:29][NH:28][CH2:27][CH2:26]1.C([O-])([O-])=O.[Cs+].[Cs+].C1(P(C2C=CC=CC=2)C2C=CC3C(=CC=CC=3)C=2C2C3C(=CC=CC=3)C=CC=2P(C2C=CC=CC=2)C2C=CC=CC=2)C=CC=CC=1. Product: [OH:31][C:25]1([CH3:24])[CH2:30][CH2:29][N:28]([C:2]2[N:7]=[C:6]([C:8]([NH:10][C:11]3[C:12]([CH3:22])=[C:13]([CH:18]=[CH:19][C:20]=3[CH3:21])[C:14]([O:16][CH3:17])=[O:15])=[O:9])[C:5]([CH3:23])=[CH:4][CH:3]=2)[CH2:27][CH2:26]1.